Dataset: Full USPTO retrosynthesis dataset with 1.9M reactions from patents (1976-2016). Task: Predict the reactants needed to synthesize the given product. (1) Given the product [CH2:39]([C:18]1[N:17]=[C:14]([CH3:15])[N:5]([C:6]2[N:11]=[CH:10][C:9]([O:12][CH3:13])=[CH:8][N:7]=2)[C:20](=[O:21])[C:19]=1[CH2:24][C:25]1[CH:30]=[CH:29][C:28]([C:31]2[CH:36]=[CH:35][CH:34]=[CH:33][C:32]=2[C:37]#[N:38])=[N:27][CH:26]=1)[CH2:40][CH2:41][CH3:42], predict the reactants needed to synthesize it. The reactants are: C[Al](C)C.[NH2:5][C:6]1[N:11]=[CH:10][C:9]([O:12][CH3:13])=[CH:8][N:7]=1.[C:14]([NH:17]/[C:18](/[CH2:39][CH2:40][CH2:41][CH3:42])=[C:19](/[CH2:24][C:25]1[CH:26]=[N:27][C:28]([C:31]2[CH:36]=[CH:35][CH:34]=[CH:33][C:32]=2[C:37]#[N:38])=[CH:29][CH:30]=1)\[C:20](OC)=[O:21])(=O)[CH3:15].[Cl-].[NH4+]. (2) Given the product [C:1]([O:5][C:6]([NH:8][CH2:9][CH2:10][CH2:11][CH2:12][CH2:13][CH2:14][C:15](=[O:20])[C:16]([O:18][CH3:19])=[O:17])=[O:7])([CH3:4])([CH3:3])[CH3:2], predict the reactants needed to synthesize it. The reactants are: [C:1]([O:5][C:6]([NH:8][CH2:9][CH2:10][CH2:11][CH2:12][CH2:13]/[CH:14]=[C:15](\[O:20][Si](C(C)(C)C)(C)C)/[C:16]([O:18][CH3:19])=[O:17])=[O:7])([CH3:4])([CH3:3])[CH3:2].C(O)(=O)C.[F-].[Cs+]. (3) Given the product [CH2:2]([N:9]1[CH2:13][CH2:12][CH:11]([CH2:14][OH:15])[CH2:10]1)[C:3]1[CH:8]=[CH:7][CH:6]=[CH:5][CH:4]=1, predict the reactants needed to synthesize it. The reactants are: [Li].[CH2:2]([N:9]1[CH2:13][CH2:12][CH:11]([C:14](O)=[O:15])[CH2:10]1)[C:3]1[CH:8]=[CH:7][CH:6]=[CH:5][CH:4]=1. (4) The reactants are: [F:1][C:2]1[CH:7]=[CH:6][C:5]([C:8]2[C:9]3[N:16]=[CH:15][N:14]([CH:17]([CH3:19])[CH3:18])[C:10]=3[N:11]=[N:12][CH:13]=2)=[CH:4][CH:3]=1.[Br:20]N1C(C)(C)C(=O)N(Br)C1=O.S([O-])([O-])(=O)=S.[Na+].[Na+].C(=O)([O-])[O-].[K+].[K+]. Given the product [Br:20][C:3]1[CH:4]=[C:5]([C:8]2[C:9]3[N:16]=[CH:15][N:14]([CH:17]([CH3:19])[CH3:18])[C:10]=3[N:11]=[N:12][CH:13]=2)[CH:6]=[CH:7][C:2]=1[F:1], predict the reactants needed to synthesize it. (5) Given the product [NH2:33][C:11]1[CH:10]=[C:9]([O:8][CH2:1][C:2]2[CH:3]=[CH:4][CH:5]=[CH:6][CH:7]=2)[C:14]([O:15][CH3:16])=[CH:13][C:12]=1[C:17]([N:19]1[CH2:20][CH2:21][N:22]([C:25]2[CH:30]=[CH:29][CH:28]=[CH:27][C:26]=2[O:31][CH3:32])[CH2:23][CH2:24]1)=[O:18], predict the reactants needed to synthesize it. The reactants are: [CH2:1]([O:8][C:9]1[C:14]([O:15][CH3:16])=[CH:13][C:12]([C:17]([N:19]2[CH2:24][CH2:23][N:22]([C:25]3[CH:30]=[CH:29][CH:28]=[CH:27][C:26]=3[O:31][CH3:32])[CH2:21][CH2:20]2)=[O:18])=[C:11]([N+:33]([O-])=O)[CH:10]=1)[C:2]1[CH:7]=[CH:6][CH:5]=[CH:4][CH:3]=1.O.O.Cl[Sn]Cl. (6) Given the product [Cl:15][C:16]1[CH:41]=[CH:40][C:19]2[N:20]3[C:24]([CH2:25][N:26]([CH2:48][C:43]4[CH:44]=[CH:45][CH:46]=[CH:47][N:42]=4)[CH2:27][C:18]=2[CH:17]=1)=[N:23][N:22]=[C:21]3[CH:28]1[CH2:33][CH2:32][N:31]([C:34]2[N:35]=[CH:36][CH:37]=[CH:38][N:39]=2)[CH2:30][CH2:29]1, predict the reactants needed to synthesize it. The reactants are: C(O[BH-](OC(=O)C)OC(=O)C)(=O)C.[Na+].[Cl:15][C:16]1[CH:41]=[CH:40][C:19]2[N:20]3[C:24]([CH2:25][NH:26][CH2:27][C:18]=2[CH:17]=1)=[N:23][N:22]=[C:21]3[CH:28]1[CH2:33][CH2:32][N:31]([C:34]2[N:39]=[CH:38][CH:37]=[CH:36][N:35]=2)[CH2:30][CH2:29]1.[N:42]1[CH:47]=[CH:46][CH:45]=[CH:44][C:43]=1[CH:48]=O.N. (7) The reactants are: [OH-].[Na+].[CH2:3]([O:5][C:6]([C:8]1[C:16]2[C:11](=[CH:12][CH:13]=[C:14]([O:17][C:18]3[CH:23]=[CH:22][C:21]([C:24]([F:27])([F:26])[F:25])=[CH:20][CH:19]=3)[CH:15]=2)[N:10]([C:28]2[CH:33]=[CH:32][C:31]([O:34][CH:35]([CH3:37])[CH3:36])=[CH:30][CH:29]=2)[C:9]=1[CH2:38][C:39]([O:41]CC)=[O:40])=[O:7])[CH3:4].Cl. Given the product [CH2:3]([O:5][C:6]([C:8]1[C:16]2[C:11](=[CH:12][CH:13]=[C:14]([O:17][C:18]3[CH:19]=[CH:20][C:21]([C:24]([F:27])([F:25])[F:26])=[CH:22][CH:23]=3)[CH:15]=2)[N:10]([C:28]2[CH:29]=[CH:30][C:31]([O:34][CH:35]([CH3:37])[CH3:36])=[CH:32][CH:33]=2)[C:9]=1[CH2:38][C:39]([OH:41])=[O:40])=[O:7])[CH3:4], predict the reactants needed to synthesize it. (8) Given the product [C:11]([O:15][C:16]([N:18]1[CH2:19][CH2:20][CH:21]([CH2:24][CH2:25][C:26]([F:35])([F:34])[C:27]2[CH:32]=[CH:31][C:30]([F:33])=[CH:29][CH:28]=2)[CH2:22][CH2:23]1)=[O:17])([CH3:14])([CH3:12])[CH3:13], predict the reactants needed to synthesize it. The reactants are: N(C([O-])=O)=NC([O-])=O.[K+].[K+].[C:11]([O:15][C:16]([N:18]1[CH2:23][CH2:22][CH:21]([CH:24]=[CH:25][C:26]([F:35])([F:34])[C:27]2[CH:32]=[CH:31][C:30]([F:33])=[CH:29][CH:28]=2)[CH2:20][CH2:19]1)=[O:17])([CH3:14])([CH3:13])[CH3:12].C(O)(=O)C. (9) The reactants are: Br[C:2]1[CH:3]=[CH:4][C:5](=[O:12])[N:6]([CH:8]([CH3:11])[CH2:9][F:10])[CH:7]=1.C([O-])(=O)C.[K+].[CH3:18][C:19]1([CH3:35])[C:23]([CH3:25])([CH3:24])[O:22][B:21]([B:21]2[O:22][C:23]([CH3:25])([CH3:24])[C:19]([CH3:35])([CH3:18])[O:20]2)[O:20]1. Given the product [F:10][CH2:9][CH:8]([N:6]1[CH:7]=[C:2]([B:21]2[O:22][C:23]([CH3:25])([CH3:24])[C:19]([CH3:35])([CH3:18])[O:20]2)[CH:3]=[CH:4][C:5]1=[O:12])[CH3:11], predict the reactants needed to synthesize it.